From a dataset of NCI-60 drug combinations with 297,098 pairs across 59 cell lines. Regression. Given two drug SMILES strings and cell line genomic features, predict the synergy score measuring deviation from expected non-interaction effect. (1) Drug 1: CC1=C2C(C(=O)C3(C(CC4C(C3C(C(C2(C)C)(CC1OC(=O)C(C(C5=CC=CC=C5)NC(=O)OC(C)(C)C)O)O)OC(=O)C6=CC=CC=C6)(CO4)OC(=O)C)OC)C)OC. Drug 2: CC(C)CN1C=NC2=C1C3=CC=CC=C3N=C2N. Cell line: OVCAR-5. Synergy scores: CSS=34.5, Synergy_ZIP=1.82, Synergy_Bliss=-0.859, Synergy_Loewe=-30.1, Synergy_HSA=-0.851. (2) Drug 1: C1CN1P(=S)(N2CC2)N3CC3. Drug 2: CC1C(C(CC(O1)OC2CC(OC(C2O)C)OC3=CC4=CC5=C(C(=O)C(C(C5)C(C(=O)C(C(C)O)O)OC)OC6CC(C(C(O6)C)O)OC7CC(C(C(O7)C)O)OC8CC(C(C(O8)C)O)(C)O)C(=C4C(=C3C)O)O)O)O. Cell line: K-562. Synergy scores: CSS=75.7, Synergy_ZIP=-8.25, Synergy_Bliss=-12.1, Synergy_Loewe=-10.9, Synergy_HSA=-10.7. (3) Drug 1: CC1C(C(CC(O1)OC2CC(CC3=C2C(=C4C(=C3O)C(=O)C5=C(C4=O)C(=CC=C5)OC)O)(C(=O)C)O)N)O.Cl. Drug 2: CC1=C(C(CCC1)(C)C)C=CC(=CC=CC(=CC(=O)O)C)C. Cell line: KM12. Synergy scores: CSS=14.2, Synergy_ZIP=-4.60, Synergy_Bliss=-7.42, Synergy_Loewe=2.06, Synergy_HSA=2.51. (4) Drug 1: CCCCC(=O)OCC(=O)C1(CC(C2=C(C1)C(=C3C(=C2O)C(=O)C4=C(C3=O)C=CC=C4OC)O)OC5CC(C(C(O5)C)O)NC(=O)C(F)(F)F)O. Drug 2: CN(C(=O)NC(C=O)C(C(C(CO)O)O)O)N=O. Cell line: UO-31. Synergy scores: CSS=16.7, Synergy_ZIP=-7.95, Synergy_Bliss=-2.07, Synergy_Loewe=-13.4, Synergy_HSA=-2.75. (5) Drug 1: C1CC(=O)NC(=O)C1N2CC3=C(C2=O)C=CC=C3N. Drug 2: B(C(CC(C)C)NC(=O)C(CC1=CC=CC=C1)NC(=O)C2=NC=CN=C2)(O)O. Cell line: NCI-H522. Synergy scores: CSS=2.96, Synergy_ZIP=-2.56, Synergy_Bliss=-4.90, Synergy_Loewe=-0.791, Synergy_HSA=-2.78. (6) Drug 1: CC1=C2C(C(=O)C3(C(CC4C(C3C(C(C2(C)C)(CC1OC(=O)C(C(C5=CC=CC=C5)NC(=O)OC(C)(C)C)O)O)OC(=O)C6=CC=CC=C6)(CO4)OC(=O)C)OC)C)OC. Drug 2: C1=CC(=CC=C1CCC2=CNC3=C2C(=O)NC(=N3)N)C(=O)NC(CCC(=O)O)C(=O)O. Cell line: HOP-62. Synergy scores: CSS=48.6, Synergy_ZIP=-2.26, Synergy_Bliss=0.930, Synergy_Loewe=3.84, Synergy_HSA=6.86.